Dataset: Full USPTO retrosynthesis dataset with 1.9M reactions from patents (1976-2016). Task: Predict the reactants needed to synthesize the given product. Given the product [CH2:1]1[C:4]2([CH2:7][CH:6]([O:8][C:15]3[C:14]([N:19]4[CH2:20][CH2:21][O:22][CH2:23][CH2:24]4)=[CH:13][C:12]([Br:11])=[CH:17][N:16]=3)[CH2:5]2)[CH2:3][O:2]1, predict the reactants needed to synthesize it. The reactants are: [CH2:1]1[C:4]2([CH2:7][CH:6]([OH:8])[CH2:5]2)[CH2:3][O:2]1.[H-].[Na+].[Br:11][C:12]1[CH:13]=[C:14]([N:19]2[CH2:24][CH2:23][O:22][CH2:21][CH2:20]2)[C:15](F)=[N:16][CH:17]=1.O.